Dataset: Full USPTO retrosynthesis dataset with 1.9M reactions from patents (1976-2016). Task: Predict the reactants needed to synthesize the given product. (1) Given the product [ClH:13].[CH3:8][C:7]1[C:2]([NH2:1])=[CH:3][C:4]([NH:9][C:10]2[N:19]=[CH:18][CH:17]=[CH:16][N:15]=2)=[CH:5][CH:6]=1, predict the reactants needed to synthesize it. The reactants are: [NH2:1][C:2]1[CH:3]=[C:4]([NH:9][C:10](=O)C)[CH:5]=[CH:6][C:7]=1[CH3:8].[Cl:13]C1[N:19]=[CH:18][CH:17]=[CH:16][N:15]=1. (2) Given the product [NH2:15][C:5]1([CH2:12][CH2:13][CH3:14])[C:6]2[C:11](=[CH:10][CH:9]=[CH:8][CH:7]=2)[C:2]([OH:1])=[C:3]([C:19]2[NH:24][C:23]3[CH:25]=[CH:26][C:27]([NH:29][S:30]([CH3:33])(=[O:32])=[O:31])=[CH:28][C:22]=3[S:21](=[O:35])(=[O:34])[N:20]=2)[C:4]1=[O:18], predict the reactants needed to synthesize it. The reactants are: [OH:1][C:2]1[C:11]2[C:6](=[CH:7][CH:8]=[CH:9][CH:10]=2)[C:5]([NH:15]OC)([CH2:12][CH2:13][CH3:14])[C:4](=[O:18])[C:3]=1[C:19]1[NH:24][C:23]2[CH:25]=[CH:26][C:27]([NH:29][S:30]([CH3:33])(=[O:32])=[O:31])=[CH:28][C:22]=2[S:21](=[O:35])(=[O:34])[N:20]=1.O. (3) Given the product [OH:25][CH2:23][CH2:24][N:3]1[C:4](=[O:19])[CH2:5][CH2:6][CH:7]([N:8]2[C:16](=[O:17])[C:15]3[C:10](=[CH:11][CH:12]=[CH:13][CH:14]=3)[C:9]2=[O:18])[C:2]1=[O:1], predict the reactants needed to synthesize it. The reactants are: [O:1]=[C:2]1[CH:7]([N:8]2[C:16](=[O:17])[C:15]3[C:10](=[CH:11][CH:12]=[CH:13][CH:14]=3)[C:9]2=[O:18])[CH2:6][CH2:5][C:4](=[O:19])[NH:3]1.[H-].[Na+].Cl[CH:23]([OH:25])[CH3:24].